This data is from Catalyst prediction with 721,799 reactions and 888 catalyst types from USPTO. The task is: Predict which catalyst facilitates the given reaction. (1) Reactant: [Li]CCCC.[C:6]1([C:12]2[CH:16]=[CH:15][O:14][CH:13]=2)[CH:11]=[CH:10][CH:9]=[CH:8][CH:7]=1.[CH3:17][C:18]1([CH3:29])[C:22]([CH3:24])([CH3:23])[O:21][B:20](OC(C)C)[O:19]1. Product: [CH3:17][C:18]1([CH3:29])[C:22]([CH3:24])([CH3:23])[O:21][B:20]([C:15]2[O:14][CH:13]=[C:12]([C:6]3[CH:7]=[CH:8][CH:9]=[CH:10][CH:11]=3)[CH:16]=2)[O:19]1. The catalyst class is: 7. (2) Reactant: [CH3:1][N:2]([C:7]1[CH:12]=[CH:11][CH:10]=[CH:9][C:8]=1[CH2:13][N:14]1[C:18]2[N:19]=[C:20]([NH:23][C:24]3[CH:29]=[CH:28][C:27]([N:30]4[CH2:35][CH2:34][NH:33][C@@H:32]([CH3:36])[CH2:31]4)=[CH:26][CH:25]=3)[N:21]=[CH:22][C:17]=2[CH:16]=[CH:15]1)[S:3]([CH3:6])(=[O:5])=[O:4].[CH3:37][C@H:38]1[CH2:40][O:39]1. Product: [OH:39][C@@H:38]([CH3:40])[CH2:37][N:33]1[CH2:34][CH2:35][N:30]([C:27]2[CH:28]=[CH:29][C:24]([NH:23][C:20]3[N:21]=[CH:22][C:17]4[CH:16]=[CH:15][N:14]([CH2:13][C:8]5[CH:9]=[CH:10][CH:11]=[CH:12][C:7]=5[N:2]([CH3:1])[S:3]([CH3:6])(=[O:4])=[O:5])[C:18]=4[N:19]=3)=[CH:25][CH:26]=2)[CH2:31][C@@H:32]1[CH3:36]. The catalyst class is: 5. (3) Reactant: C([O:8][C:9]1[CH:18]=[CH:17][CH:16]=[C:15]2[C:10]=1[CH2:11][CH2:12][CH2:13][CH:14]2[C:19]([N:21]([C:28]1[CH:33]=[CH:32][C:31]([CH:34]([CH3:36])[CH3:35])=[CH:30][CH:29]=1)[CH2:22][C:23]1[CH:24]=[N:25][NH:26][CH:27]=1)=[O:20])C1C=CC=CC=1.Cl.Cl[CH2:39][CH2:40][N:41]([CH3:43])[CH3:42].[H-].[Na+]. Product: [CH3:42][N:41]([CH3:43])[CH2:40][CH2:39][N:25]1[CH:24]=[C:23]([CH2:22][N:21]([C:28]2[CH:33]=[CH:32][C:31]([CH:34]([CH3:36])[CH3:35])=[CH:30][CH:29]=2)[C:19]([CH:14]2[C:15]3[C:10](=[C:9]([OH:8])[CH:18]=[CH:17][CH:16]=3)[CH2:11][CH2:12][CH2:13]2)=[O:20])[CH:27]=[N:26]1. The catalyst class is: 9. (4) Reactant: [CH:1]([C:5]1[C:13]2[O:12][C:11]3[CH:14]=[CH:15][C:16]([C:18]#[N:19])=[CH:17][C:10]=3[C:9]=2[CH:8]=[CH:7][C:6]=1[O:20]C)([CH2:3][CH3:4])[CH3:2].B(Br)(Br)Br.O. Product: [CH:1]([C:5]1[C:13]2[O:12][C:11]3[CH:14]=[CH:15][C:16]([C:18]#[N:19])=[CH:17][C:10]=3[C:9]=2[CH:8]=[CH:7][C:6]=1[OH:20])([CH2:3][CH3:4])[CH3:2]. The catalyst class is: 4. (5) Reactant: [O:1]1[CH2:6][CH2:5][CH2:4][CH2:3][CH:2]1[N:7]1[CH:15]=[N:14][C:13]2[C:12]3=[N:16][N:17]=[CH:18][N:11]3[C:10](=[O:19])[NH:9][C:8]1=2.C(=O)([O-])[O-].[K+].[K+].[CH2:26](I)[CH:27]([CH3:29])[CH3:28]. Product: [CH2:26]([N:9]1[C:8]2[N:7]([CH:2]3[CH2:3][CH2:4][CH2:5][CH2:6][O:1]3)[CH:15]=[N:14][C:13]=2[C:12]2=[N:16][N:17]=[CH:18][N:11]2[C:10]1=[O:19])[CH:27]([CH3:29])[CH3:28]. The catalyst class is: 18. (6) Reactant: C(N(CC)CC)C.[CH3:8][S:9](Cl)(=[O:11])=[O:10].[F:13][CH:14]([F:29])[C:15]1[CH:28]=[CH:27][C:18]([CH2:19][N:20]2[CH2:24][CH2:23][C@H:22]([OH:25])[C:21]2=[O:26])=[CH:17][CH:16]=1. Product: [CH3:8][S:9]([O:25][CH:22]1[CH2:23][CH2:24][N:20]([CH2:19][C:18]2[CH:17]=[CH:16][C:15]([CH:14]([F:13])[F:29])=[CH:28][CH:27]=2)[C:21]1=[O:26])(=[O:11])=[O:10]. The catalyst class is: 46. (7) The catalyst class is: 13. Reactant: [C:1]([O:5][C:6](=[O:19])[CH2:7][C:8]1([CH2:17][NH2:18])[CH2:14][CH:13]2[CH:9]1[CH:10]=[C:11]([CH2:15][CH3:16])[CH2:12]2)([CH3:4])([CH3:3])[CH3:2].O.[C:21]1([CH3:31])[CH:26]=[CH:25][C:24]([S:27]([OH:30])(=[O:29])=[O:28])=[CH:23][CH:22]=1. Product: [C:21]1([CH3:31])[CH:22]=[CH:23][C:24]([S:27]([OH:30])(=[O:28])=[O:29])=[CH:25][CH:26]=1.[C:1]([O:5][C:6](=[O:19])[CH2:7][C@@:8]1([CH2:17][NH2:18])[CH2:14][C@@H:13]2[C@H:9]1[CH:10]=[C:11]([CH2:15][CH3:16])[CH2:12]2)([CH3:3])([CH3:2])[CH3:4]. (8) Reactant: [NH2:1][C:2]1[CH:6]=[CH:5][O:4][N:3]=1.N1C=CC=CC=1.[Cl:13][C:14]1[CH:19]=[CH:18][C:17]([C:20]2[CH:25]=[C:24]([O:26][CH3:27])[C:23]([N:28]3[C:37]4[C:32](=[CH:33][C:34]([S:38](Cl)(=[O:40])=[O:39])=[CH:35][CH:36]=4)[N:31]=[CH:30][C:29]3=[O:42])=[CH:22][C:21]=2[F:43])=[CH:16][C:15]=1[CH3:44]. Product: [Cl:13][C:14]1[CH:19]=[CH:18][C:17]([C:20]2[CH:25]=[C:24]([O:26][CH3:27])[C:23]([N:28]3[C:37]4[C:32](=[CH:33][C:34]([S:38]([NH:1][C:2]5[CH:6]=[CH:5][O:4][N:3]=5)(=[O:40])=[O:39])=[CH:35][CH:36]=4)[N:31]=[CH:30][C:29]3=[O:42])=[CH:22][C:21]=2[F:43])=[CH:16][C:15]=1[CH3:44]. The catalyst class is: 2. (9) Reactant: [CH2:1]([O:8][C:9]1[CH:25]=[CH:24][C:12]([C:13]([NH:15][CH2:16][C:17]([O:19]C(C)(C)C)=[O:18])=[O:14])=[CH:11][C:10]=1[C:26]([CH3:29])([CH3:28])[CH3:27])[C:2]1[CH:7]=[CH:6][CH:5]=[CH:4][CH:3]=1.C(O)(C(F)(F)F)=O. Product: [CH2:1]([O:8][C:9]1[CH:25]=[CH:24][C:12]([C:13]([NH:15][CH2:16][C:17]([OH:19])=[O:18])=[O:14])=[CH:11][C:10]=1[C:26]([CH3:29])([CH3:28])[CH3:27])[C:2]1[CH:3]=[CH:4][CH:5]=[CH:6][CH:7]=1. The catalyst class is: 2.